Dataset: Reaction yield outcomes from USPTO patents with 853,638 reactions. Task: Predict the reaction yield, written as a fraction of the theoretical maximum amount of product (1.0 means a 100% yield; for example, 0.34 means a 34% yield). (1) The reactants are [CH3:1][N:2]1[C:6]([C:7]2[C:12]([F:13])=[CH:11][N:10]=[C:9]([NH2:14])[N:8]=2)=[CH:5][N:4]=[C:3]1[CH3:15].Br[C:17]1[CH:18]=[CH:19][C:20]([C:23]([N:25]2[CH2:30][CH2:29][N:28]([CH3:31])[CH2:27][CH2:26]2)=[O:24])=[N:21][CH:22]=1. No catalyst specified. The product is [CH3:1][N:2]1[C:6]([C:7]2[C:12]([F:13])=[CH:11][N:10]=[C:9]([NH:14][C:17]3[CH:22]=[N:21][C:20]([C:23]([N:25]4[CH2:26][CH2:27][N:28]([CH3:31])[CH2:29][CH2:30]4)=[O:24])=[CH:19][CH:18]=3)[N:8]=2)=[CH:5][N:4]=[C:3]1[CH3:15]. The yield is 0.570. (2) The reactants are [NH:1]1[CH2:8][CH2:7][CH2:6][C@H:2]1[C:3]([OH:5])=[O:4].C([O-])([O-])=O.[Na+].[Na+].[CH2:15]([O:22][C:23](Cl)=[O:24])[C:16]1[CH:21]=[CH:20][CH:19]=[CH:18][CH:17]=1. The catalyst is O. The product is [CH2:15]([O:22][C:23]([N:1]1[CH2:8][CH2:7][CH2:6][C@H:2]1[C:3]([OH:5])=[O:4])=[O:24])[C:16]1[CH:21]=[CH:20][CH:19]=[CH:18][CH:17]=1. The yield is 0.840. (3) The reactants are CO[C:3](=[O:27])[C:4]1[CH:9]=[CH:8][C:7]([O:10][CH2:11][C:12]2[C:13]([C:21]3[CH:26]=[CH:25][CH:24]=[CH:23][CH:22]=3)=[N:14][O:15][C:16]=2[C:17]([F:20])([F:19])[F:18])=[N:6][CH:5]=1.COC(=O)C1C=CC(OC[C:39]2[C:40]([C:45]3[CH:50]=CC=C(F)C=3)=[N:41][O:42][C:43]=2C)=NC=1.NC1CCOCC1. No catalyst specified. The product is [C:21]1([C:13]2[C:12]([CH2:11][O:10][C:7]3[CH:8]=[CH:9][C:4]([C:3]([NH:41][CH:40]4[CH2:45][CH2:50][O:42][CH2:43][CH2:39]4)=[O:27])=[CH:5][N:6]=3)=[C:16]([C:17]([F:19])([F:20])[F:18])[O:15][N:14]=2)[CH:26]=[CH:25][CH:24]=[CH:23][CH:22]=1. The yield is 0.940.